This data is from Catalyst prediction with 721,799 reactions and 888 catalyst types from USPTO. The task is: Predict which catalyst facilitates the given reaction. (1) Reactant: [NH2:1][C:2]1[CH:3]=[C:4]([CH2:9][C@H:10]([NH:24][S:25]([C:28]2[CH:33]=[CH:32][CH:31]=[CH:30][CH:29]=2)(=[O:27])=[O:26])[C:11]([NH:13][CH2:14][CH2:15][CH2:16][CH2:17][C:18]2[CH:23]=[CH:22][CH:21]=[CH:20][CH:19]=2)=[O:12])[CH:5]=[CH:6][C:7]=1[OH:8].C=O.[BH-](OC(C)=O)(OC(C)=O)O[C:38](C)=O.[Na+].C([O-])(O)=O.[Na+]. Product: [C:28]1([S:25]([NH:24][C@@H:10]([CH2:9][C:4]2[CH:5]=[CH:6][C:7]([OH:8])=[C:2]([NH:1][CH3:38])[CH:3]=2)[C:11]([NH:13][CH2:14][CH2:15][CH2:16][CH2:17][C:18]2[CH:23]=[CH:22][CH:21]=[CH:20][CH:19]=2)=[O:12])(=[O:27])=[O:26])[CH:29]=[CH:30][CH:31]=[CH:32][CH:33]=1. The catalyst class is: 68. (2) Reactant: [C:1]([O:5][C:6]([N:8]1[CH2:12][CH2:11][CH2:10][C@H:9]1[C:13]([OH:15])=[O:14])=[O:7])([CH3:4])([CH3:3])[CH3:2].CCN(C(C)C)C(C)C.[CH2:25]([O:32][C:33]1[CH:38]=[CH:37][C:36]([C:39](=[O:42])[CH2:40]Br)=[CH:35][CH:34]=1)[C:26]1[CH:31]=[CH:30][CH:29]=[CH:28][CH:27]=1. Product: [N:8]1([C:6]([O:5][C:1]([CH3:4])([CH3:2])[CH3:3])=[O:7])[CH2:12][CH2:11][CH2:10][C@H:9]1[C:13]([O:15][CH2:40][C:39]([C:36]1[CH:37]=[CH:38][C:33]([O:32][CH2:25][C:26]2[CH:31]=[CH:30][CH:29]=[CH:28][CH:27]=2)=[CH:34][CH:35]=1)=[O:42])=[O:14]. The catalyst class is: 2. (3) Reactant: [CH3:1][O:2][C:3]1[CH:12]=[CH:11][C:10]([NH2:13])=[CH:9][C:4]=1[C:5]([O:7][CH3:8])=[O:6].N1C=CC=CC=1.[C:20](OC(=O)C)(=[O:22])[CH3:21]. Product: [CH3:1][O:2][C:3]1[CH:12]=[CH:11][C:10]([NH:13][C:20](=[O:22])[CH3:21])=[CH:9][C:4]=1[C:5]([O:7][CH3:8])=[O:6]. The catalyst class is: 7.